Dataset: Catalyst prediction with 721,799 reactions and 888 catalyst types from USPTO. Task: Predict which catalyst facilitates the given reaction. (1) Reactant: FC(F)(F)C(O)=O.C(OC(=O)[NH:14][C@@H:15]([CH2:42][C:43]1[CH:48]=[CH:47][CH:46]=[CH:45][CH:44]=1)[C:16]([N:18]1[CH2:27][CH2:26][C:25]2[C:24]([NH:28][CH2:29][CH:30]([C:32]34[CH2:41][CH:36]5[CH2:37][CH:38]([CH2:40][CH:34]([CH2:35]5)[CH2:33]3)[CH2:39]4)[OH:31])=[N:23][CH:22]=[N:21][C:20]=2[CH2:19]1)=[O:17])(C)(C)C. Product: [C:32]12([CH:30]([OH:31])[CH2:29][NH:28][C:24]3[C:25]4[CH2:26][CH2:27][N:18]([C:16](=[O:17])[C@@H:15]([NH2:14])[CH2:42][C:43]5[CH:44]=[CH:45][CH:46]=[CH:47][CH:48]=5)[CH2:19][C:20]=4[N:21]=[CH:22][N:23]=3)[CH2:33][CH:34]3[CH2:35][CH:36]([CH2:37][CH:38]([CH2:40]3)[CH2:39]1)[CH2:41]2. The catalyst class is: 2. (2) Reactant: CC([O:5][CH2:6][CH2:7][O:8][C:9]1[C:14]([C:15]#[N:16])=[C:13]([C:17]2[CH:22]=[CH:21][CH:20]=[CH:19][CH:18]=2)[C:12]([C:23]#[N:24])=[C:11]([O:25][CH3:26])[N:10]=1)(C)C.FC(F)(F)C(O)=O. Product: [OH:5][CH2:6][CH2:7][O:8][C:9]1[C:14]([C:15]#[N:16])=[C:13]([C:17]2[CH:18]=[CH:19][CH:20]=[CH:21][CH:22]=2)[C:12]([C:23]#[N:24])=[C:11]([O:25][CH3:26])[N:10]=1. The catalyst class is: 6. (3) Reactant: [C:1]1([CH:7]2[N:14]3[CH2:15][C:10]4([CH2:29][OH:30])[CH2:11][N:12]([CH:22]([C:23]5[CH:28]=[CH:27][CH:26]=[CH:25][CH:24]=5)[N:8]2[CH2:9]4)[CH:13]3[C:16]2[CH:21]=[CH:20][CH:19]=[CH:18][CH:17]=2)[CH:6]=[CH:5][CH:4]=[CH:3][CH:2]=1.[OH-].[K+].[CH2:33](Br)[C:34]#[CH:35]. Product: [CH2:35]([O:30][CH2:29][C:10]12[CH2:11][N:12]3[CH:13]([C:16]4[CH:21]=[CH:20][CH:19]=[CH:18][CH:17]=4)[N:14]([CH:7]([C:1]4[CH:2]=[CH:3][CH:4]=[CH:5][CH:6]=4)[N:8]([CH:22]3[C:23]3[CH:24]=[CH:25][CH:26]=[CH:27][CH:28]=3)[CH2:9]1)[CH2:15]2)[C:34]#[CH:33]. The catalyst class is: 16.